This data is from TCR-epitope binding with 47,182 pairs between 192 epitopes and 23,139 TCRs. The task is: Binary Classification. Given a T-cell receptor sequence (or CDR3 region) and an epitope sequence, predict whether binding occurs between them. The epitope is RILGAGCFV. The TCR CDR3 sequence is CASSVRRGSDEQYF. Result: 0 (the TCR does not bind to the epitope).